Dataset: Forward reaction prediction with 1.9M reactions from USPTO patents (1976-2016). Task: Predict the product of the given reaction. Given the reactants [NH2:1][CH2:2][C:3]([O:5][C:6]1[CH:7]=[C:8]2[C:24](=[CH:25][CH:26]=1)[C:23]1[CH2:22][CH2:21][N:20]3[C@H:11]([CH2:12][C@H:13]4[C@@H:18]([CH2:19]3)[CH2:17][C@@H:16]([O:27][C:28]([C:30]3[CH:35]=[C:34]([O:36][CH3:37])[C:33]([O:38][C:39]([O:41][CH2:42][CH3:43])=[O:40])=[C:32]([O:44][CH3:45])[CH:31]=3)=[O:29])[C@H:15]([O:46][CH3:47])[C@H:14]4[C:48]([O:50][CH3:51])=[O:49])[C:10]=1[NH:9]2)=[O:4].C(N(CC)CC)C.[C:59](Cl)(=[O:66])[C:60]1[CH:65]=[CH:64][CH:63]=[CH:62][CH:61]=1, predict the reaction product. The product is: [CH2:42]([O:41][C:39]([O:38][C:33]1[C:34]([O:36][CH3:37])=[CH:35][C:30]([C:28]([O:27][C@H:16]2[C@H:15]([O:46][CH3:47])[C@@H:14]([C:48]([O:50][CH3:51])=[O:49])[C@@H:13]3[C@@H:18]([CH2:19][N:20]4[C@H:11]([CH2:12]3)[C:10]3[NH:9][C:8]5[C:24](=[CH:25][CH:26]=[C:6]([O:5][C:3](=[O:4])[CH2:2][NH:1][C:59]([C:60]6[CH:65]=[CH:64][CH:63]=[CH:62][CH:61]=6)=[O:66])[CH:7]=5)[C:23]=3[CH2:22][CH2:21]4)[CH2:17]2)=[O:29])=[CH:31][C:32]=1[O:44][CH3:45])=[O:40])[CH3:43].